Dataset: Experimentally validated miRNA-target interactions with 360,000+ pairs, plus equal number of negative samples. Task: Binary Classification. Given a miRNA mature sequence and a target amino acid sequence, predict their likelihood of interaction. (1) The miRNA is mmu-miR-297a-5p with sequence AUGUAUGUGUGCAUGUGCAUGU. The protein sequence of the target gene is MFYAHFVLSKRGPLAKIWLAAHWDKKLTKAHVFECNLESSVESIISPKVKMALRTSGHLLLGVVRIYHRKAKYLLADCNEAFIKIKMAFRPGVVDLPEENREAAYNAITLPEEFHDFDQPLPDLDDIDVAQQFSLNQSRVEEITMREEVGNISILQENDFGDFGMDDREIMREGSAFEDDDMLVSTSASNLLLEPEQSTSNLNEKMNHLEYEDQYKDDNFGEGNDGGILDDKLISNNDGGIFDDPPALSEAGVMLPEQPAHDDMDEDDNGSLGGPDSPDSVDPVEPMPTMTDQTTLVPNE.... Result: 1 (interaction). (2) The miRNA is hsa-miR-619-5p with sequence GCUGGGAUUACAGGCAUGAGCC. The protein sequence of the target gene is MTSRFRLPAGRTYNVRASELARDRQHTEVVCNILLLDNTVQAFKVNKHDQGQVLLDVVFKHLDLTEQDYFGLQLADDSTDNPRWLDPNKPIRKQLKRGSPYSLNFRVKFFVSDPNKLQEEYTRYQYFLQIKQDILTGRLPCPSNTAALLASFAVQSELGDYDQSENLSGYLSDYSFIPNQPQDFEKEIAKLHQQHIGLSPAEAEFNYLNTARTLELYGVEFHYARDQSNNEIMIGVMSGGILIYKNRVRMNTFPWLKIVKISFKCKQFFIQLRKELHESRETLLGFNMVNYRACKNLWKA.... Result: 1 (interaction). (3) Result: 0 (no interaction). The protein sequence of the target gene is MSTNTDLSLSSYDEGQGSKFIRKAKETPFVPIGMAGFAAIVAYGLYKLKSRGNTKMSIHLIHMRVAAQGFVVGAMTLGMGYSMYQEFWANPKPKP. The miRNA is cel-miR-43-3p with sequence UAUCACAGUUUACUUGCUGUCGC. (4) The miRNA is mmu-miR-705 with sequence GGUGGGAGGUGGGGUGGGCA. The protein sequence of the target gene is MAAAAAAAAATNGTGGSSGMEVDAAVVPSVMACGVTGSVSVALHPLVILNISDHWIRMRSQEGRPVQVIGALIGKQEGRNIEVMNSFELLSHTVEEKIIIDKEYYYTKEEQFKQVFKELEFLGWYTTGGPPDPSDIHVHKQVCEIIESPLFLKLNPMTKHTDLPVSVFESVIDIINGEATMLFAELTYTLATEEAERIGVDHVARMTATGSGENSTVAEHLIAQHSAIKMLHSRVKLILEYVKASEAGEVPFNHEILREAYALCHCLPVLSTDKFKTDFYDQCNDVGLMAYLGTITKTCN.... Result: 0 (no interaction). (5) The miRNA is hsa-miR-106b-5p with sequence UAAAGUGCUGACAGUGCAGAU. The protein sequence of the target gene is MSEPHRVQFTSLPGSLNPAFLKKSRKEEAGAGEQHQDCEPAAAAVRITLTLFEPDHKRCPEFFYPELVKNIRGKVKGLQPGDKKKDLSDPFNDEEKERHKVEALARKFEEKYGGKKRRKDRIQDLIDMGYGYDESDSFIDNSEAYDELVPASLTTKYGGFYINSGTLQFRQASESEDDFIKEKKKKSPKKRKLKEGGEKIKKKKKDDTYDKEKKSKKSKFSKAGFTALNASKEKKKKKYSGALSVKEMLKKFQKEKEAQKKREEEHKPVAVPSAEAQGLRELEGASDPLLSLFGSTSDND.... Result: 0 (no interaction). (6) The miRNA is hsa-miR-382-3p with sequence AAUCAUUCACGGACAACACUU. The protein sequence of the target gene is MYRSCVVRARKRTCVEPWVIGIISFLSLIVLAVCIGLTVHYVRYNHRRTYNYYSTLSFTSDKLYSEFGREASKNFTEMSQRIETMVKHAFHKSPLRGQLVKAHIIKFSKEDDGVLAHMLLIFRIRSTEDPETVHKIIEYVLHEKLKYATGPPNVDPESVKIKKINKTESDNYFNHCCGTRRNKSTVQTSVRIVGGTPVEEEEWPWQSSLRWDGSHRCGATLINNTWLVTAAHCFRTHKDPSRWSATFGATLQPRKLTTGIRRIIVHEKYKYPSHDYDIALAELSKPVPCTNAVHKVCLPD.... Result: 0 (no interaction).